This data is from Reaction yield outcomes from USPTO patents with 853,638 reactions. The task is: Predict the reaction yield, written as a fraction of the theoretical maximum amount of product (1.0 means a 100% yield; for example, 0.34 means a 34% yield). (1) The reactants are [O:1]1[CH2:6][C:5](=O)[NH:4][C:3]2[CH:8]=[CH:9][CH:10]=[CH:11][C:2]1=2.[H-].[Al+3].[Li+].[H-].[H-].[H-]. The catalyst is O1CCCC1.O.[OH-].[Na+]. The product is [O:1]1[CH2:6][CH2:5][NH:4][C:3]2[CH:8]=[CH:9][CH:10]=[CH:11][C:2]1=2. The yield is 0.790. (2) The reactants are [Cl:1][C:2]1[N:11]=[C:10](Cl)[C:9]2[C:4](=[CH:5][C:6]([I:13])=[CH:7][CH:8]=2)[N:3]=1.[NH2:14][CH2:15][C:16]1[CH:21]=[CH:20][C:19]([NH:22][C:23](=[O:31])[C:24]2[CH:29]=[CH:28][C:27]([Cl:30])=[N:26][CH:25]=2)=[CH:18][CH:17]=1. No catalyst specified. The product is [Cl:30][C:27]1[CH:28]=[CH:29][C:24]([C:23]([NH:22][C:19]2[CH:20]=[CH:21][C:16]([CH2:15][NH:14][C:10]3[C:9]4[C:4](=[CH:5][C:6]([I:13])=[CH:7][CH:8]=4)[N:3]=[C:2]([Cl:1])[N:11]=3)=[CH:17][CH:18]=2)=[O:31])=[CH:25][N:26]=1. The yield is 0.850.